This data is from Full USPTO retrosynthesis dataset with 1.9M reactions from patents (1976-2016). The task is: Predict the reactants needed to synthesize the given product. (1) Given the product [CH:22]([N:15]1[C:16]2[CH:21]=[CH:20][CH:19]=[CH:18][C:17]=2[N:13]([CH2:12][C:10]2[N:9]([CH2:26][CH2:27][CH:28]([CH3:30])[CH3:29])[C:8]3[CH:31]=[CH:32][C:5]([C:3]([NH2:2])=[O:4])=[CH:6][C:7]=3[N:11]=2)[C:14]1=[O:25])([CH3:23])[CH3:24], predict the reactants needed to synthesize it. The reactants are: C[N:2](C)[C:3]([C:5]1[CH:32]=[CH:31][C:8]2[N:9]([CH2:26][CH2:27][CH:28]([CH3:30])[CH3:29])[C:10]([CH2:12][N:13]3[C:17]4[CH:18]=[CH:19][CH:20]=[CH:21][C:16]=4[N:15]([CH:22]([CH3:24])[CH3:23])[C:14]3=[O:25])=[N:11][C:7]=2[CH:6]=1)=[O:4].[OH-].[NH4+]. (2) Given the product [CH:18]1([N:13]2[C:12]([C:36]3[CH:37]=[CH:38][C:33]([F:32])=[CH:34][CH:35]=3)=[C:11]3[C:15]([CH2:16][CH2:17][NH:8][CH2:9][CH2:10]3)=[N:14]2)[CH2:19][CH2:20][CH2:21][CH2:22][CH2:23]1, predict the reactants needed to synthesize it. The reactants are: C(OC([N:8]1[CH2:17][CH2:16][C:15]2[C:11](=[C:12](OS(C(F)(F)F)(=O)=O)[N:13]([CH:18]3[CH2:23][CH2:22][CH2:21][CH2:20][CH2:19]3)[N:14]=2)[CH2:10][CH2:9]1)=O)(C)(C)C.[F:32][C:33]1[CH:38]=[CH:37][C:36](B(O)O)=[CH:35][CH:34]=1. (3) Given the product [F:1][C:2]1[C:23]([F:24])=[CH:22][C:5]2[N:6]([CH:10]3[CH2:11][CH2:12][N:13]([C:16]4([CH3:21])[CH2:20][CH2:19][N:18]([C:25]([O:26][CH2:27][CH2:28][F:29])=[O:30])[CH2:17]4)[CH2:14][CH2:15]3)[C:7](=[O:9])[NH:8][C:4]=2[CH:3]=1, predict the reactants needed to synthesize it. The reactants are: [F:1][C:2]1[C:23]([F:24])=[CH:22][C:5]2[N:6]([CH:10]3[CH2:15][CH2:14][N:13]([C:16]4([CH3:21])[CH2:20][CH2:19][NH:18][CH2:17]4)[CH2:12][CH2:11]3)[C:7](=[O:9])[NH:8][C:4]=2[CH:3]=1.[C:25](Cl)(=[O:30])[O:26][CH2:27][CH2:28][F:29].